This data is from Experimentally validated miRNA-target interactions with 360,000+ pairs, plus equal number of negative samples. The task is: Binary Classification. Given a miRNA mature sequence and a target amino acid sequence, predict their likelihood of interaction. (1) The miRNA is hsa-miR-5588-3p with sequence AAGUCCCACUAAUGCCAGC. The protein sequence of the target gene is MTEADVNPKAYPLADAHLTKKLLDLVQQSCNYKQLRKGANEATKTLNRGISEFIVMAADAEPLEIILHLPLLCEDKNVPYVFVRSKQALGRACGVSRPVIACSVTIKEGSQLKQQIQSIQQSIERLLV. Result: 1 (interaction). (2) The miRNA is hsa-miR-378g with sequence ACUGGGCUUGGAGUCAGAAG. The protein sequence of the target gene is MSHIQIPPGLTELLQGYTVEVLRQQPPDLVEFAVEYFTRLREARAPASVLPAATPRQSLGHPPPEPGPDRVADAKGDSESEEDEDLEVPVPSRFNRRVSVCAETYNPDEEEEDTDPRVIHPKTDEQRCRLQEACKDILLFKNLDQEQLSQVLDAMFERIVKADEHVIDQGDDGDNFYVIERGTYDILVTKDNQTRSVGQYDNRGSFGELALMYNTPRAATIVATSEGSLWGLDRVTFRRIIVKNNAKKRKMFESFIESVPLLKSLEVSERMKIVDVIGEKIYKDGERIITQGEKADSFYI.... Result: 1 (interaction). (3) The miRNA is hsa-miR-410-5p with sequence AGGUUGUCUGUGAUGAGUUCG. The protein sequence of the target gene is MSAAPGLLRQELSCPLCLQLFDAPVTAECGHSFCRACLIRVAGEPAADGTVACPCCQAPTRPQALSTNLQLSRLVEGLAQVPQGHCEEHLDPLSIYCEQDRTLVCGVCASLGSHRGHRLLPAAEAQARLKTQLPQQKMQLQEACMRKEKTVAVLEHQLVEVEETVRQFRGAVGEQLGKMRMFLAALESSLDREAERVRGDAGVALRRELSSLNSYLEQLRQMEKVLEEVADKPQTEFLMKFCLVTSRLQKILSESPPPARLDIQLPVISDDFKFQVWKKMFRALMPALEELTFDPSSAHP.... Result: 0 (no interaction).